Dataset: Reaction yield outcomes from USPTO patents with 853,638 reactions. Task: Predict the reaction yield, written as a fraction of the theoretical maximum amount of product (1.0 means a 100% yield; for example, 0.34 means a 34% yield). (1) The reactants are [F:1][C:2]([F:35])([F:34])[C:3]1[CH:4]=[C:5]([CH:27]=[C:28]([C:30]([F:33])([F:32])[F:31])[CH:29]=1)[CH2:6][NH:7][C:8]([C:10]1([CH2:23][CH:24]2[CH2:26][CH2:25]2)[CH2:15][CH2:14][N:13](C(OC(C)(C)C)=O)[CH2:12][CH2:11]1)=[O:9].C(O)(C(F)(F)F)=O. The catalyst is C(Cl)Cl. The product is [F:34][C:2]([F:1])([F:35])[C:3]1[CH:4]=[C:5]([CH:27]=[C:28]([C:30]([F:33])([F:32])[F:31])[CH:29]=1)[CH2:6][NH:7][C:8]([C:10]1([CH2:23][CH:24]2[CH2:26][CH2:25]2)[CH2:11][CH2:12][NH:13][CH2:14][CH2:15]1)=[O:9]. The yield is 1.00. (2) The yield is 1.00. The reactants are [OH:1][C:2]1[CH:7]=[CH:6][C:5]([N:8]2[C:13](=[O:14])[C:12]([CH2:15][C:16]3[CH:21]=[CH:20][C:19]([C:22]4[C:23]([C:28]#[N:29])=[CH:24][CH:25]=[CH:26][CH:27]=4)=[CH:18][CH:17]=3)=[C:11]([CH2:30][CH2:31][CH3:32])[N:10]=[C:9]2[CH3:33])=[CH:4][CH:3]=1.C(=O)([O-])[O-].[K+].[K+].Br[CH2:41][CH2:42][F:43]. The product is [F:43][CH2:42][CH2:41][O:1][C:2]1[CH:3]=[CH:4][C:5]([N:8]2[C:13](=[O:14])[C:12]([CH2:15][C:16]3[CH:21]=[CH:20][C:19]([C:22]4[C:23]([C:28]#[N:29])=[CH:24][CH:25]=[CH:26][CH:27]=4)=[CH:18][CH:17]=3)=[C:11]([CH2:30][CH2:31][CH3:32])[N:10]=[C:9]2[CH3:33])=[CH:6][CH:7]=1. The catalyst is CN(C)C=O.C(OCC)(=O)C. (3) The catalyst is CO.O1CCOCC1. The yield is 0.760. The product is [CH3:1][N:2]([CH2:13][C:14]1[NH:18][C:17]2[CH:19]=[CH:20][CH:21]=[C:22]([N:23]3[CH2:24][CH2:25][NH:26][CH2:27][CH2:28]3)[C:16]=2[N:15]=1)[CH:3]1[C:12]2[N:11]=[CH:10][CH:9]=[CH:8][C:7]=2[CH2:6][CH2:5][CH2:4]1. The reactants are [CH3:1][N:2]([CH2:13][C:14]1[NH:18][C:17]2[CH:19]=[CH:20][CH:21]=[C:22]([N:23]3[CH2:28][CH2:27][N:26](C(OC(C)(C)C)=O)[CH2:25][CH2:24]3)[C:16]=2[N:15]=1)[CH:3]1[C:12]2[N:11]=[CH:10][CH:9]=[CH:8][C:7]=2[CH2:6][CH2:5][CH2:4]1.Cl. (4) The reactants are [CH3:1][C:2]1([CH3:15])[C:10]2[C:5](=[CH:6][C:7]([N+:11]([O-:13])=[O:12])=[CH:8][CH:9]=2)[NH:4][C:3]1=[O:14].C(=O)(O)[O-].[Na+].[C:21](O[C:21]([O:23][C:24]([CH3:27])([CH3:26])[CH3:25])=[O:22])([O:23][C:24]([CH3:27])([CH3:26])[CH3:25])=[O:22].O. The catalyst is O1CCCC1. The product is [CH3:1][C:2]1([CH3:15])[C:10]2[C:5](=[CH:6][C:7]([N+:11]([O-:13])=[O:12])=[CH:8][CH:9]=2)[N:4]([C:21]([O:23][C:24]([CH3:27])([CH3:26])[CH3:25])=[O:22])[C:3]1=[O:14]. The yield is 0.784.